This data is from Forward reaction prediction with 1.9M reactions from USPTO patents (1976-2016). The task is: Predict the product of the given reaction. (1) Given the reactants CN(C1C(C2C(P(C3CCCCC3)C3CCCCC3)=CC=CC=2)=CC=CC=1)C.CC(C)([O-])C.[Na+].Br[C:36]1[CH:45]=[CH:44][C:39]([C:40]([O:42][CH3:43])=[O:41])=[CH:38][CH:37]=1.[NH2:46][C@H:47]1[C:56]2[C:51](=[CH:52][CH:53]=[CH:54][CH:55]=2)[N:50]([C:57](=[O:59])[CH3:58])[C@@H:49]([CH:60]2[CH2:62][CH2:61]2)[C@@H:48]1[CH3:63], predict the reaction product. The product is: [C:57]([N:50]1[C:51]2[C:56](=[CH:55][CH:54]=[CH:53][CH:52]=2)[C@H:47]([NH:46][C:36]2[CH:45]=[CH:44][C:39]([C:40]([O:42][CH3:43])=[O:41])=[CH:38][CH:37]=2)[C@@H:48]([CH3:63])[C@@H:49]1[CH:60]1[CH2:62][CH2:61]1)(=[O:59])[CH3:58]. (2) Given the reactants [CH3:1][O:2][C:3]1[CH:8]=[CH:7][N+:6]([O-])=[CH:5][CH:4]=1.[Si]([C:14]#[N:15])(C)(C)C.CN(C)C(Cl)=O.C([O-])([O-])=O.[K+].[K+], predict the reaction product. The product is: [CH3:1][O:2][C:3]1[CH:8]=[CH:7][N:6]=[C:5]([C:14]#[N:15])[CH:4]=1. (3) The product is: [Cl:1][CH2:2][C:3]([NH:5][C:6]1[CH:7]=[N:8][C:9]([C:12]2[N:13]=[C:19]([CH2:18][Cl:17])[O:15][N:14]=2)=[CH:10][CH:11]=1)=[O:4]. Given the reactants [Cl:1][CH2:2][C:3]([NH:5][C:6]1[CH:7]=[N:8][C:9]([C:12](=[N:14][OH:15])[NH2:13])=[CH:10][CH:11]=1)=[O:4].N.[Cl:17][CH2:18][C:19](Cl)=O, predict the reaction product. (4) Given the reactants [F:1][C:2]1[C:3]([CH2:24][N:25](C)[C:26](=O)OC(C)(C)C)=[CH:4][N:5]([S:14]([C:17]2[CH:22]=[CH:21][CH:20]=[C:19]([F:23])[N:18]=2)(=[O:16])=[O:15])[C:6]=1[C:7]1[C:8]([F:13])=[N:9][CH:10]=[CH:11][CH:12]=1.C(OCC)(=O)C.[ClH:40], predict the reaction product. The product is: [ClH:40].[F:1][C:2]1[C:3]([CH2:24][NH:25][CH3:26])=[CH:4][N:5]([S:14]([C:17]2[CH:22]=[CH:21][CH:20]=[C:19]([F:23])[N:18]=2)(=[O:15])=[O:16])[C:6]=1[C:7]1[C:8]([F:13])=[N:9][CH:10]=[CH:11][CH:12]=1. (5) Given the reactants [C:1]([O:5][C:6]([N:8]1[CH2:13][CH2:12][CH:11]([OH:14])[CH2:10][CH2:9]1)=[O:7])([CH3:4])([CH3:3])[CH3:2].[H-].[Na+].[Cl:17][C:18]1[CH:19]=[N:20][CH:21]=[C:22]([Cl:25])[C:23]=1Cl, predict the reaction product. The product is: [C:1]([O:5][C:6]([N:8]1[CH2:13][CH2:12][CH:11]([O:14][C:23]2[C:22]([Cl:25])=[CH:21][N:20]=[CH:19][C:18]=2[Cl:17])[CH2:10][CH2:9]1)=[O:7])([CH3:4])([CH3:2])[CH3:3]. (6) Given the reactants [Br:1][C:2]1[CH:7]=[CH:6][C:5]([C:8]2[C:20]3[C:11](=[CH:12][C:13]4[CH:14]=[C:15]([C:25]([O:27]CC)=[O:26])[CH:16]([C:21]([F:24])([F:23])[F:22])[O:17][C:18]=4[CH:19]=3)[O:10][CH:9]=2)=[CH:4][CH:3]=1.O.[OH-].[Li+].C(O)C, predict the reaction product. The product is: [Br:1][C:2]1[CH:7]=[CH:6][C:5]([C:8]2[C:20]3[C:11](=[CH:12][C:13]4[CH:14]=[C:15]([C:25]([OH:27])=[O:26])[CH:16]([C:21]([F:24])([F:22])[F:23])[O:17][C:18]=4[CH:19]=3)[O:10][CH:9]=2)=[CH:4][CH:3]=1. (7) Given the reactants [CH3:1][O:2][CH2:3][CH2:4][O:5][CH2:6][O:7][C:8]1[CH:9]=[C:10]([CH:14]([OH:19])[CH2:15][CH:16]([CH3:18])[CH3:17])[CH:11]=[N:12][CH:13]=1.F[C:21]1[CH:28]=[CH:27][C:24]([C:25]#[N:26])=[C:23]([C:29]([F:32])([F:31])[F:30])[CH:22]=1, predict the reaction product. The product is: [CH3:1][O:2][CH2:3][CH2:4][O:5][CH2:6][O:7][C:8]1[CH:9]=[C:10]([CH:14]([O:19][C:21]2[CH:28]=[CH:27][C:24]([C:25]#[N:26])=[C:23]([C:29]([F:30])([F:32])[F:31])[CH:22]=2)[CH2:15][CH:16]([CH3:17])[CH3:18])[CH:11]=[N:12][CH:13]=1.